Dataset: Peptide-MHC class I binding affinity with 185,985 pairs from IEDB/IMGT. Task: Regression. Given a peptide amino acid sequence and an MHC pseudo amino acid sequence, predict their binding affinity value. This is MHC class I binding data. (1) The peptide sequence is MLIYSMWGK. The MHC is HLA-A31:01 with pseudo-sequence HLA-A31:01. The binding affinity (normalized) is 0.434. (2) The peptide sequence is TLADAGFMK. The MHC is HLA-A33:01 with pseudo-sequence HLA-A33:01. The binding affinity (normalized) is 0.356. (3) The peptide sequence is GLKGPDIY. The MHC is H-2-Kb with pseudo-sequence H-2-Kb. The binding affinity (normalized) is 0. (4) The peptide sequence is ESLLHQASW. The binding affinity (normalized) is 0.0847. The MHC is HLA-A69:01 with pseudo-sequence HLA-A69:01. (5) The peptide sequence is IHLEWLLGFI. The MHC is Mamu-B17 with pseudo-sequence Mamu-B17. The binding affinity (normalized) is 0.316. (6) The peptide sequence is YTAVVPLVY. The MHC is HLA-A11:01 with pseudo-sequence HLA-A11:01. The binding affinity (normalized) is 0.287.